This data is from Full USPTO retrosynthesis dataset with 1.9M reactions from patents (1976-2016). The task is: Predict the reactants needed to synthesize the given product. (1) Given the product [NH2:1][CH2:4][CH2:5][CH2:6][C@H:7]1[C@H:11]([N:12]([CH2:25][CH2:26][CH:27]([CH3:28])[CH3:29])[S:13]([C:16]2[CH:17]=[CH:18][C:19]([N+:22]([O-:24])=[O:23])=[CH:20][CH:21]=2)(=[O:15])=[O:14])[CH2:10][N:9]([C:30]([O:32][C:33]([CH3:35])([CH3:34])[CH3:36])=[O:31])[CH2:8]1, predict the reactants needed to synthesize it. The reactants are: [N:1]([CH2:4][CH2:5][CH2:6][C@H:7]1[C@H:11]([N:12]([CH2:25][CH2:26][CH:27]([CH3:29])[CH3:28])[S:13]([C:16]2[CH:21]=[CH:20][C:19]([N+:22]([O-:24])=[O:23])=[CH:18][CH:17]=2)(=[O:15])=[O:14])[CH2:10][N:9]([C:30]([O:32][C:33]([CH3:36])([CH3:35])[CH3:34])=[O:31])[CH2:8]1)=[N+]=[N-].C1C=CC(P(C2C=CC=CC=2)C2C=CC=CC=2)=CC=1. (2) Given the product [CH2:1]([O:3][C:4]([C:6]1[O:7][C:8]2[C:15]([Cl:16])=[CH:14][C:13]([Cl:17])=[C:12]([O:18][CH3:21])[C:9]=2[C:10]=1[CH3:11])=[O:5])[CH3:2], predict the reactants needed to synthesize it. The reactants are: [CH2:1]([O:3][C:4]([C:6]1[O:7][C:8]2[C:15]([Cl:16])=[CH:14][C:13]([Cl:17])=[C:12]([OH:18])[C:9]=2[C:10]=1[CH3:11])=[O:5])[CH3:2].IC.[C:21]([O-])([O-])=O.[K+].[K+]. (3) Given the product [F:34][C:16]([F:15])([F:33])[C:17]1[N:21]2[N:22]=[C:23]([N:26]3[CH2:31][CH2:30][CH:29]([O:32][C:36]4[CH:46]=[CH:45][C:39]([C:40]([O:42][CH2:43][CH3:44])=[O:41])=[CH:38][CH:37]=4)[CH2:28][CH2:27]3)[CH:24]=[CH:25][C:20]2=[N:19][N:18]=1, predict the reactants needed to synthesize it. The reactants are: CC(OC(/N=N/C(OC(C)C)=O)=O)C.[F:15][C:16]([F:34])([F:33])[C:17]1[N:21]2[N:22]=[C:23]([N:26]3[CH2:31][CH2:30][CH:29]([OH:32])[CH2:28][CH2:27]3)[CH:24]=[CH:25][C:20]2=[N:19][N:18]=1.O[C:36]1[CH:46]=[CH:45][C:39]([C:40]([O:42][CH2:43][CH3:44])=[O:41])=[CH:38][CH:37]=1.C1(P(C2C=CC=CC=2)C2C=CC=CC=2)C=CC=CC=1. (4) Given the product [OH:42][C:43]1[C:44]([CH3:47])=[CH:18][C:19]([C:20]2[NH:21][C:4](=[O:6])[C:3]3[C:7]([O:13][CH3:14])=[CH:8][C:9]([O:11][CH3:12])=[N:10][C:2]=3[N:1]=2)=[CH:33][C:32]=1[CH3:37], predict the reactants needed to synthesize it. The reactants are: [NH2:1][C:2]1[N:10]=[C:9]([O:11][CH3:12])[CH:8]=[C:7]([O:13][CH3:14])[C:3]=1[C:4]([OH:6])=O.Cl.CN(C)[CH2:18][CH2:19][CH2:20][N:21]=C=NCC.O.ON1[C:33]2C=CC=[CH:37][C:32]=2N=N1.CN1[CH2:44][CH2:43][O:42]CC1.[OH-].[NH4+].[CH2:47]1COCC1. (5) Given the product [CH3:15][O:14][C:10]1[CH:9]=[C:8]([CH2:7][CH2:2][CH2:3][C:4]([Cl:19])=[O:5])[CH:13]=[CH:12][CH:11]=1, predict the reactants needed to synthesize it. The reactants are: C[CH:2]([CH2:7][C:8]1[CH:13]=[CH:12][CH:11]=[C:10]([O:14][CH3:15])[CH:9]=1)[CH2:3][C:4](O)=[O:5].C(Cl)(=O)C([Cl:19])=O. (6) Given the product [Cl:1][C:2]1[CH:3]=[C:4]([NH:9][C:10]2[C:19]3[C:14](=[CH:15][C:16]([O:28][CH3:29])=[C:17]([O:20][CH2:21][CH2:22][N:23]([CH2:24][C@@H:25]([OH:27])[CH3:26])[CH3:30])[CH:18]=3)[N:13]=[CH:12][N:11]=2)[CH:5]=[CH:6][C:7]=1[F:8], predict the reactants needed to synthesize it. The reactants are: [Cl:1][C:2]1[CH:3]=[C:4]([NH:9][C:10]2[C:19]3[C:14](=[CH:15][C:16]([O:28][CH3:29])=[C:17]([O:20][CH2:21][CH2:22][NH:23][CH2:24][C@@H:25]([OH:27])[CH3:26])[CH:18]=3)[N:13]=[CH:12][N:11]=2)[CH:5]=[CH:6][C:7]=1[F:8].[CH2:30](N(C(C)C)C(C)C)C.C=O.C(O[BH-](OC(=O)C)OC(=O)C)(=O)C.[Na+].C(=O)([O-])[O-].[K+].[K+]. (7) Given the product [CH3:1][O:2][C:3]1[CH:4]=[C:5]([C@@H:9]([N:11]([CH3:26])[C@H:12]([C:14]2[CH:19]=[CH:18][CH:17]=[CH:16][CH:15]=2)[CH3:13])[CH3:10])[CH:6]=[CH:7][CH:8]=1, predict the reactants needed to synthesize it. The reactants are: [CH3:1][O:2][C:3]1[CH:4]=[C:5]([C@@H:9]([NH:11][C@H:12]([C:14]2[CH:19]=[CH:18][CH:17]=[CH:16][CH:15]=2)[CH3:13])[CH3:10])[CH:6]=[CH:7][CH:8]=1.CI.S(OC)(O[CH3:26])(=O)=O.